The task is: Predict the reactants needed to synthesize the given product.. This data is from Full USPTO retrosynthesis dataset with 1.9M reactions from patents (1976-2016). (1) Given the product [CH3:29][N:28]([CH3:30])[C:27]([C:24]1[CH:25]=[CH:26][C:21]([NH:20][C:19]([C@H:9]2[CH2:10][C@@H:11]([OH:37])[CH2:12][NH:8]2)=[O:33])=[C:22]([F:32])[CH:23]=1)=[O:31], predict the reactants needed to synthesize it. The reactants are: C(OC([N:8]1[CH2:12][CH:11](C(C)(C)C)[C:10](C)(C)[C:9]1(O[SiH3])[C:19](=[O:33])[NH:20][C:21]1[CH:26]=[CH:25][C:24]([C:27](=[O:31])[N:28]([CH3:30])[CH3:29])=[CH:23][C:22]=1[F:32])=O)(C)(C)C.C(O)(C(F)(F)F)=[O:37]. (2) Given the product [O:7]([CH2:14][C:15]1[S:16][C:17]2[CH2:18][N:19]([CH2:25][C:26]3[CH:31]=[CH:30][CH:29]=[CH:28][CH:27]=3)[CH2:20][CH2:21][CH2:22][C:23]=2[N:24]=1)[C:8]1[CH:13]=[CH:12][CH:11]=[CH:10][CH:9]=1, predict the reactants needed to synthesize it. The reactants are: [H-].[Al+3].[Li+].[H-].[H-].[H-].[O:7]([CH2:14][C:15]1[S:16][C:17]2[C:18](=O)[N:19]([CH2:25][C:26]3[CH:31]=[CH:30][CH:29]=[CH:28][CH:27]=3)[CH2:20][CH2:21][CH2:22][C:23]=2[N:24]=1)[C:8]1[CH:13]=[CH:12][CH:11]=[CH:10][CH:9]=1. (3) Given the product [Cl:41][C:38]1[CH:39]=[CH:40][C:35]([S:32]([NH:31][C@H:21]([CH2:14][C:15]2[CH:16]=[CH:17][CH:18]=[CH:19][CH:20]=2)[C:9](=[O:11])[CH2:8][C:7]([O:6][CH2:4][CH3:5])=[O:12])(=[O:34])=[O:33])=[CH:36][CH:37]=1, predict the reactants needed to synthesize it. The reactants are: [Cl-].[Mg+2].[Cl-].[CH2:4]([O:6][C:7](=[O:12])[CH2:8][C:9]([O-:11])=O)[CH3:5].[K+].[CH2:14]([CH:21]([NH:31][S:32]([C:35]1[CH:40]=[CH:39][C:38]([Cl:41])=[CH:37][CH:36]=1)(=[O:34])=[O:33])C(=O)C(CC)C(=O)CC)[C:15]1[CH:20]=[CH:19][CH:18]=[CH:17][CH:16]=1.N1C=CN=C1C(C1NC=CN=1)=O.[Mg].Cl. (4) Given the product [CH3:1][N:2]1[C:6](=[O:7])[CH2:5][N:4]([CH2:8][C:9]2[CH:10]=[CH:11][C:12]([C:13]([NH:27][C:26]3[CH:35]=[CH:30][C:31]([CH3:32])=[C:24]([NH:23][C:22]4[N:21]=[CH:20][CH:19]=[CH:40][N:41]=4)[CH:25]=3)=[O:15])=[CH:16][CH:17]=2)[C:3]1=[O:18], predict the reactants needed to synthesize it. The reactants are: [CH3:1][N:2]1[C:6](=[O:7])[CH2:5][N:4]([CH2:8][C:9]2[CH:17]=[CH:16][C:12]([C:13]([OH:15])=O)=[CH:11][CH:10]=2)[C:3]1=[O:18].[CH3:19][CH2:20][N:21]=[C:22]=[N:23][CH2:24][CH2:25][CH2:26][N:27](C)C.[CH:30]1[CH:31]=[CH:32]C2N(O)N=NC=2[CH:35]=1.[CH3:40][N:41]1CCOCC1. (5) The reactants are: Cl[C:2]1[C:7]([N+:8]([O-:10])=[O:9])=[CH:6][N:5]=[C:4]2[CH2:11][CH2:12][CH2:13][C:3]=12.[NH:14]1[CH2:19][CH2:18][CH2:17][C@H:16]([NH:20][C:21](=[O:27])[O:22][C:23]([CH3:26])([CH3:25])[CH3:24])[CH2:15]1.C(N(CC)CC)C. Given the product [N+:8]([C:7]1[C:2]([N:14]2[CH2:19][CH2:18][CH2:17][C@H:16]([NH:20][C:21](=[O:27])[O:22][C:23]([CH3:25])([CH3:24])[CH3:26])[CH2:15]2)=[C:3]2[CH2:13][CH2:12][CH2:11][C:4]2=[N:5][CH:6]=1)([O-:10])=[O:9], predict the reactants needed to synthesize it. (6) Given the product [CH2:1]([C:4]1([C:28]([OH:30])=[O:29])[NH:9][C:8](=[O:10])[C:7]2[S:11][C:12]([N:14]3[CH2:19][CH2:18][O:17][CH2:16][CH2:15]3)=[CH:13][C:6]=2[CH:5]1[C:20]1[CH:25]=[CH:24][C:23]([Cl:26])=[C:22]([Cl:27])[CH:21]=1)[CH:2]=[CH2:3], predict the reactants needed to synthesize it. The reactants are: [CH2:1]([C:4]1([C:28]([O:30]C)=[O:29])[NH:9][C:8](=[O:10])[C:7]2[S:11][C:12]([N:14]3[CH2:19][CH2:18][O:17][CH2:16][CH2:15]3)=[CH:13][C:6]=2[CH:5]1[C:20]1[CH:25]=[CH:24][C:23]([Cl:26])=[C:22]([Cl:27])[CH:21]=1)[CH:2]=[CH2:3].[OH-].[Na+].O.